From a dataset of Reaction yield outcomes from USPTO patents with 853,638 reactions. Predict the reaction yield, written as a fraction of the theoretical maximum amount of product (1.0 means a 100% yield; for example, 0.34 means a 34% yield). (1) The yield is 0.500. The reactants are [C:1]([O:5][C:6](=[O:33])[NH:7][C:8]1[CH:13]=[CH:12][C:11]([O:14][C:15]2[CH:20]=[CH:19][C:18]([NH:21][C:22]([C:24]3[S:25][C:26]([Br:29])=[CH:27][CH:28]=3)=[O:23])=[CH:17][C:16]=2[N+:30]([O-])=O)=[CH:10][CH:9]=1)([CH3:4])([CH3:3])[CH3:2].[NH4+].[Cl-]. The product is [C:1]([O:5][C:6](=[O:33])[NH:7][C:8]1[CH:9]=[CH:10][C:11]([O:14][C:15]2[CH:20]=[CH:19][C:18]([NH:21][C:22]([C:24]3[S:25][C:26]([Br:29])=[CH:27][CH:28]=3)=[O:23])=[CH:17][C:16]=2[NH2:30])=[CH:12][CH:13]=1)([CH3:4])([CH3:2])[CH3:3]. The catalyst is [Fe]. (2) The reactants are [N:1]([CH:4]1[CH:9]=[C:8]([C:10]2[CH:15]=[CH:14][N:13]=[CH:12][C:11]=2[N+:16]([O-:18])=[O:17])[CH2:7][CH2:6][CH:5]1[OH:19])=[N+:2]=[N-:3].[CH3:20][C:21]([Si:24](Cl)([CH3:26])[CH3:25])([CH3:23])[CH3:22].N1C=CN=C1.O. The catalyst is C(Cl)Cl.CN(C1C=CN=CC=1)C. The product is [N:1]([CH:4]1[CH:5]([O:19][Si:24]([C:21]([CH3:23])([CH3:22])[CH3:20])([CH3:26])[CH3:25])[CH2:6][CH2:7][C:8]([C:10]2[CH:15]=[CH:14][N:13]=[CH:12][C:11]=2[N+:16]([O-:18])=[O:17])=[CH:9]1)=[N+:2]=[N-:3]. The yield is 0.600. (3) The yield is 0.240. The product is [NH:1]1[C:9]2[C:4](=[CH:5][C:6]([C:10]3[C:18]4[C:13](=[N:14][CH:15]=[C:16]([C:19]5[CH:26]=[CH:25][C:22]([CH2:23][N:45]6[CH2:46][CH2:47][N:42]([CH3:41])[CH2:43][CH2:44]6)=[C:21]([C:27]([F:29])([F:30])[F:28])[CH:20]=5)[CH:17]=4)[NH:12][CH:11]=3)=[CH:7][CH:8]=2)[CH:3]=[CH:2]1. The reactants are [NH:1]1[C:9]2[C:4](=[CH:5][C:6]([C:10]3[C:18]4[C:13](=[N:14][CH:15]=[C:16]([C:19]5[CH:26]=[CH:25][C:22]([CH:23]=O)=[C:21]([C:27]([F:30])([F:29])[F:28])[CH:20]=5)[CH:17]=4)[N:12](S(C4C=CC(C)=CC=4)(=O)=O)[CH:11]=3)=[CH:7][CH:8]=2)[CH:3]=[CH:2]1.[CH3:41][N:42]1[CH2:47][CH2:46][NH:45][CH2:44][CH2:43]1.C(O[BH-](OC(=O)C)OC(=O)C)(=O)C.[Na+]. The catalyst is C(Cl)Cl. (4) The reactants are [C@H:1]1([NH:11][C:12]([C@H:14]2[NH:19][CH2:18][CH2:17][N:16]([C:20]([O:22][CH2:23][C:24]3[CH:29]=[CH:28][CH:27]=[CH:26][CH:25]=3)=[O:21])[CH2:15]2)=[O:13])[C:10]2[C:5](=[CH:6][CH:7]=[CH:8][CH:9]=2)[CH2:4][CH2:3][CH2:2]1.[C:30]([NH:37][C@H:38]([C:42](O)=[O:43])[CH:39]([CH3:41])[CH3:40])([O:32][C:33]([CH3:36])([CH3:35])[CH3:34])=[O:31].CCN(C(C)C)C(C)C.CN(C(ON1N=NC2C=CC=CC1=2)=[N+](C)C)C.F[P-](F)(F)(F)(F)F.C1C=CC2N(O)N=NC=2C=1. The catalyst is CN(C=O)C. The product is [C:33]([O:32][C:30]([NH:37][C@@H:38]([CH:39]([CH3:41])[CH3:40])[C:42]([N:19]1[CH2:18][CH2:17][N:16]([C:20]([O:22][CH2:23][C:24]2[CH:25]=[CH:26][CH:27]=[CH:28][CH:29]=2)=[O:21])[CH2:15][C@H:14]1[C:12]([NH:11][C@H:1]1[C:10]2[C:5](=[CH:6][CH:7]=[CH:8][CH:9]=2)[CH2:4][CH2:3][CH2:2]1)=[O:13])=[O:43])=[O:31])([CH3:36])([CH3:35])[CH3:34]. The yield is 0.640. (5) The catalyst is C(#N)C.O. The product is [CH2:1]([O:3][C:4]1[CH:5]=[C:6]([CH:9]=[CH:10][C:11]=1[O:12][CH2:15][C:16]1[CH:21]=[N:20][C:19]([O:22][CH3:23])=[CH:18][CH:17]=1)[CH:7]=[O:8])[CH3:2]. The reactants are [CH2:1]([O:3][C:4]1[CH:5]=[C:6]([CH:9]=[CH:10][C:11]=1[OH:12])[CH:7]=[O:8])[CH3:2].Cl.Cl[CH2:15][C:16]1[CH:17]=[CH:18][C:19]([O:22][CH3:23])=[N:20][CH:21]=1.C(=O)([O-])[O-].[K+].[K+]. The yield is 0.720. (6) The reactants are Br[C:2]1[CH:19]=[CH:18][C:5]([CH2:6][NH:7][C:8](=[O:17])[O:9][CH2:10][C:11]2[CH:16]=[CH:15][CH:14]=[CH:13][CH:12]=2)=[CH:4][CH:3]=1.[CH3:20][C:21]1([CH3:37])[C:25]([CH3:27])([CH3:26])[O:24][B:23]([B:23]2[O:24][C:25]([CH3:27])([CH3:26])[C:21]([CH3:37])([CH3:20])[O:22]2)[O:22]1.C([O-])(=O)C.[K+]. The catalyst is O1CCOCC1.C1C=CC(P(C2C=CC=CC=2)[C-]2C=CC=C2)=CC=1.C1C=CC(P(C2C=CC=CC=2)[C-]2C=CC=C2)=CC=1.Cl[Pd]Cl.[Fe+2]. The product is [CH3:20][C:21]1([CH3:37])[C:25]([CH3:27])([CH3:26])[O:24][B:23]([C:2]2[CH:19]=[CH:18][C:5]([CH2:6][NH:7][C:8](=[O:17])[O:9][CH2:10][C:11]3[CH:16]=[CH:15][CH:14]=[CH:13][CH:12]=3)=[CH:4][CH:3]=2)[O:22]1. The yield is 0.810.